Dataset: Peptide-MHC class II binding affinity with 134,281 pairs from IEDB. Task: Regression. Given a peptide amino acid sequence and an MHC pseudo amino acid sequence, predict their binding affinity value. This is MHC class II binding data. The peptide sequence is IITPTNVSHIQSAVV. The MHC is HLA-DQA10104-DQB10503 with pseudo-sequence HLA-DQA10104-DQB10503. The binding affinity (normalized) is 0.119.